This data is from Forward reaction prediction with 1.9M reactions from USPTO patents (1976-2016). The task is: Predict the product of the given reaction. (1) Given the reactants NC1C=CC(C2C=NN(CCCO)C=2)=CC=1C(N(CC)CC)=O.[NH2:24][C:25]1[C:26]([C:40]([NH:42][CH3:43])=[O:41])=[N:27][C:28](B2OC(C)(C)C(C)(C)O2)=[CH:29][CH:30]=1.Br[C:45]1[C:46]([C:54]#[N:55])=[N:47][N:48]([CH2:50][CH2:51][CH2:52][OH:53])[CH:49]=1, predict the reaction product. The product is: [NH2:24][C:25]1[C:26]([C:40]([NH:42][CH3:43])=[O:41])=[N:27][C:28]([C:45]2[C:46]([C:54]#[N:55])=[N:47][N:48]([CH2:50][CH2:51][CH2:52][OH:53])[CH:49]=2)=[CH:29][CH:30]=1. (2) The product is: [F:31][C:28]1[CH:27]=[CH:26][C:25]([CH2:24][NH:23][C:22]([C:21]2[C:16](=[O:15])[C:17]([O:37][CH3:38])=[C:18]([C:33]([O:35][CH3:36])=[O:34])[NH:19][CH:20]=2)=[O:32])=[CH:30][CH:29]=1. Given the reactants [I-].[Na+].Cl[Si](C)(C)C.C([O:15][C:16]1[C:21]([C:22](=[O:32])[NH:23][CH2:24][C:25]2[CH:30]=[CH:29][C:28]([F:31])=[CH:27][CH:26]=2)=[CH:20][N:19]=[C:18]([C:33]([O:35][CH3:36])=[O:34])[C:17]=1[O:37][CH3:38])C1C=CC=CC=1.S([O-])(O)=O.[Na+], predict the reaction product. (3) Given the reactants [CH3:1][C:2]1[CH:3]=[CH:4][C:5]([C:11]2[CH:16]=[CH:15][CH:14]=[CH:13][N:12]=2)=[C:6]([CH:10]=1)[C:7]([OH:9])=O.[Cl:17][C:18]1[CH:19]=[CH:20][C:21]2[O:25][C:24]([NH:26][CH2:27][C@@H:28]3[C@H:33]([CH3:34])[CH2:32][CH2:31][CH2:30][NH:29]3)=[N:23][C:22]=2[CH:35]=1, predict the reaction product. The product is: [Cl:17][C:18]1[CH:19]=[CH:20][C:21]2[O:25][C:24]([NH:26][CH2:27][C@@H:28]3[C@H:33]([CH3:34])[CH2:32][CH2:31][CH2:30][N:29]3[C:7]([C:6]3[CH:10]=[C:2]([CH3:1])[CH:3]=[CH:4][C:5]=3[C:11]3[CH:16]=[CH:15][CH:14]=[CH:13][N:12]=3)=[O:9])=[N:23][C:22]=2[CH:35]=1. (4) Given the reactants Br[C:2]1[CH:3]=[C:4]([C:8]2[CH:13]=[C:12]([C:14]3[CH:19]=[CH:18][C:17]([C:20]([F:23])([F:22])[F:21])=[CH:16][CH:15]=3)[CH:11]=[C:10]([CH3:24])[N:9]=2)[CH:5]=[N:6][CH:7]=1.[C:25]([NH:29][S:30]([C:33]1[CH:34]=[C:35](B(O)O)[CH:36]=[CH:37][CH:38]=1)(=[O:32])=[O:31])([CH3:28])([CH3:27])[CH3:26], predict the reaction product. The product is: [C:25]([NH:29][S:30]([C:33]1[CH:34]=[CH:35][CH:36]=[C:37]([C:2]2[CH:3]=[C:4]([C:8]3[CH:13]=[C:12]([C:14]4[CH:19]=[CH:18][C:17]([C:20]([F:23])([F:22])[F:21])=[CH:16][CH:15]=4)[CH:11]=[C:10]([CH3:24])[N:9]=3)[CH:5]=[N:6][CH:7]=2)[CH:38]=1)(=[O:32])=[O:31])([CH3:28])([CH3:26])[CH3:27]. (5) Given the reactants [NH:1]1[CH2:6][CH2:5][CH2:4][CH:3]([C:7]2[O:11][N:10]=[C:9]([CH2:12][N:13]([CH2:26][C:27]([F:30])([F:29])[F:28])[C:14]3[CH:21]=[CH:20][C:17]([C:18]#[N:19])=[C:16]([C:22]([F:25])([F:24])[F:23])[CH:15]=3)[N:8]=2)[CH2:2]1.[CH3:31][N:32]=[C:33]=[O:34], predict the reaction product. The product is: [C:18]([C:17]1[CH:20]=[CH:21][C:14]([N:13]([CH2:12][C:9]2[N:8]=[C:7]([CH:3]3[CH2:4][CH2:5][CH2:6][N:1]([C:33]([NH:32][CH3:31])=[O:34])[CH2:2]3)[O:11][N:10]=2)[CH2:26][C:27]([F:30])([F:28])[F:29])=[CH:15][C:16]=1[C:22]([F:24])([F:25])[F:23])#[N:19]. (6) Given the reactants [Cr](Cl)([O-])(=O)=O.[NH+]1C=CC=CC=1.[OH:12][CH:13]1[CH2:18][CH2:17][CH2:16][N:15]([C:19]([O:21][C:22]([CH3:25])([CH3:24])[CH3:23])=[O:20])[CH2:14]1, predict the reaction product. The product is: [O:12]=[C:13]1[CH2:18][CH2:17][CH2:16][N:15]([C:19]([O:21][C:22]([CH3:25])([CH3:24])[CH3:23])=[O:20])[CH2:14]1.